From a dataset of NCI-60 drug combinations with 297,098 pairs across 59 cell lines. Regression. Given two drug SMILES strings and cell line genomic features, predict the synergy score measuring deviation from expected non-interaction effect. (1) Drug 1: C1=CC(=CC=C1CC(C(=O)O)N)N(CCCl)CCCl.Cl. Drug 2: CCC(=C(C1=CC=CC=C1)C2=CC=C(C=C2)OCCN(C)C)C3=CC=CC=C3.C(C(=O)O)C(CC(=O)O)(C(=O)O)O. Cell line: NCI/ADR-RES. Synergy scores: CSS=0.0960, Synergy_ZIP=-1.74, Synergy_Bliss=-5.19, Synergy_Loewe=-8.02, Synergy_HSA=-7.66. (2) Cell line: UACC62. Synergy scores: CSS=40.8, Synergy_ZIP=1.64, Synergy_Bliss=3.21, Synergy_Loewe=4.87, Synergy_HSA=7.64. Drug 1: C1=C(C(=O)NC(=O)N1)F. Drug 2: CC(C)(C1=NC(=CC=C1)N2C3=NC(=NC=C3C(=O)N2CC=C)NC4=CC=C(C=C4)N5CCN(CC5)C)O. (3) Drug 1: CN(C(=O)NC(C=O)C(C(C(CO)O)O)O)N=O. Drug 2: CC(C)CN1C=NC2=C1C3=CC=CC=C3N=C2N. Cell line: PC-3. Synergy scores: CSS=5.58, Synergy_ZIP=-1.42, Synergy_Bliss=2.89, Synergy_Loewe=1.34, Synergy_HSA=1.37.